This data is from Full USPTO retrosynthesis dataset with 1.9M reactions from patents (1976-2016). The task is: Predict the reactants needed to synthesize the given product. (1) Given the product [CH3:21][C:18]1[O:17][C:16]([CH2:15][NH:14][C:11]2[O:12][CH2:13][C:8]3[CH:7]=[C:6]([NH:5][C:3](=[O:4])[CH2:2][N:28]4[CH2:29][CH2:30][N:25]([CH3:24])[CH2:26][CH2:27]4)[CH:23]=[CH:22][C:9]=3[N:10]=2)=[CH:20][CH:19]=1, predict the reactants needed to synthesize it. The reactants are: Cl[CH2:2][C:3]([NH:5][C:6]1[CH:23]=[CH:22][C:9]2[N:10]=[C:11]([NH:14][CH2:15][C:16]3[O:17][C:18]([CH3:21])=[CH:19][CH:20]=3)[O:12][CH2:13][C:8]=2[CH:7]=1)=[O:4].[CH3:24][N:25]1[CH2:30][CH2:29][NH:28][CH2:27][CH2:26]1. (2) Given the product [OH:10][C:9]1[C:8]2[C:7](=[CH:17][N:16]=[CH:15][CH:14]=2)[O:6][C:5]=1[C:4]([O:3][CH2:1][CH3:2])=[O:18], predict the reactants needed to synthesize it. The reactants are: [CH2:1]([O:3][C:4](=[O:18])[CH2:5][O:6][C:7]1[CH:17]=[N:16][CH:15]=[CH:14][C:8]=1[C:9](OCC)=[O:10])[CH3:2].[H-].[Na+]. (3) Given the product [CH3:18][C:13]1([CH3:19])[C:14]([CH3:17])([CH3:16])[O:15][B:11]([C:2]2[CH:3]=[N:4][N:5]([C:7]([F:10])([F:9])[F:8])[CH:6]=2)[O:12]1, predict the reactants needed to synthesize it. The reactants are: Br[C:2]1[CH:3]=[N:4][N:5]([C:7]([F:10])([F:9])[F:8])[CH:6]=1.[B:11]1([B:11]2[O:15][C:14]([CH3:17])([CH3:16])[C:13]([CH3:19])([CH3:18])[O:12]2)[O:15][C:14]([CH3:17])([CH3:16])[C:13]([CH3:19])([CH3:18])[O:12]1.C(Cl)Cl.C(O[K])(C)=O.